Dataset: Reaction yield outcomes from USPTO patents with 853,638 reactions. Task: Predict the reaction yield, written as a fraction of the theoretical maximum amount of product (1.0 means a 100% yield; for example, 0.34 means a 34% yield). (1) The reactants are [OH:1][B:2]1[C:6]2[CH:7]=[C:8]([OH:12])[CH:9]=[C:10]([CH3:11])[C:5]=2[CH:4]([CH2:13][C:14]([O:16][CH2:17][CH3:18])=[O:15])[O:3]1.Br[C:20]1[S:21][C:22]([N+:25]([O-:27])=[O:26])=[N:23][N:24]=1.C([O-])([O-])=O.[Cs+].[Cs+]. The catalyst is C(#N)C. The product is [OH:1][B:2]1[C:6]2[CH:7]=[C:8]([O:12][C:20]3[S:21][C:22]([N+:25]([O-:27])=[O:26])=[N:23][N:24]=3)[CH:9]=[C:10]([CH3:11])[C:5]=2[CH:4]([CH2:13][C:14]([O:16][CH2:17][CH3:18])=[O:15])[O:3]1. The yield is 0.360. (2) The reactants are [CH2:1]([O:3][C:4]1[CH:9]=[CH:8][C:7]([C:10]2[CH:18]=[CH:17][CH:16]=[C:15]3[C:11]=2[CH2:12][CH2:13][C:14]3=[O:19])=[C:6]([OH:20])[C:5]=1[O:21][CH3:22])[CH3:2].C(=O)([O-])[O-].[K+].[K+].Br[CH2:30][C:31]1([CH3:35])[CH2:34][O:33][CH2:32]1. The catalyst is C(#N)C. The product is [CH2:1]([O:3][C:4]1[CH:9]=[CH:8][C:7]([C:10]2[CH:18]=[CH:17][CH:16]=[C:15]3[C:11]=2[CH2:12][CH2:13][C:14]3=[O:19])=[C:6]([O:20][CH2:30][C:31]2([CH3:35])[CH2:34][O:33][CH2:32]2)[C:5]=1[O:21][CH3:22])[CH3:2]. The yield is 0.190.